This data is from Forward reaction prediction with 1.9M reactions from USPTO patents (1976-2016). The task is: Predict the product of the given reaction. (1) The product is: [C:20]1([C:23]2[CH:24]=[CH:25][CH:26]=[CH:27][CH:28]=2)[CH:19]=[CH:18][C:17]([CH2:16][C@H:14]2[N:13](/[CH:29]=[CH:30]/[C:31]3[CH:32]=[CH:33][CH:34]=[CH:35][CH:36]=3)[C:12](=[O:37])[C:11](=[CH2:3])[CH2:15]2)=[CH:22][CH:21]=1. Given the reactants [H-].[Na+].[C:3]([C@@H:11]1[CH2:15][CH:14]([CH2:16][C:17]2[CH:22]=[CH:21][C:20]([C:23]3[CH:28]=[CH:27][CH:26]=[CH:25][CH:24]=3)=[CH:19][CH:18]=2)[N:13](/[CH:29]=[CH:30]/[C:31]2[CH:36]=[CH:35][CH:34]=[CH:33][CH:32]=2)[C:12]1=[O:37])(=O)C1C=CC=CC=1.C=O, predict the reaction product. (2) Given the reactants [Cl:1][C:2]1[CH:3]=[CH:4][C:5]2[O:9][C:8]([C:10]3[CH:15]=[CH:14][C:13]([F:16])=[CH:12][CH:11]=3)=[C:7]([C:17]3[NH:18][CH2:19][CH2:20][N:21]=3)[C:6]=2[C:22]=1[F:23].C(=O)([O-])[O-].[K+].[K+].C(O)(=O)C.C(O)(=O)C.IC1C=CC=CC=1.O, predict the reaction product. The product is: [Cl:1][C:2]1[CH:3]=[CH:4][C:5]2[O:9][C:8]([C:10]3[CH:15]=[CH:14][C:13]([F:16])=[CH:12][CH:11]=3)=[C:7]([C:17]3[NH:21][CH:20]=[CH:19][N:18]=3)[C:6]=2[C:22]=1[F:23]. (3) Given the reactants [ClH:1].[F:2][C:3]1([F:23])[CH2:11][N:10]2[C@H:5]([CH2:6][CH:7]([NH:14][C@H](C3C=CC=CC=3)C)[CH2:8][C:9]2([CH3:13])[CH3:12])[CH2:4]1.[H][H], predict the reaction product. The product is: [ClH:1].[F:23][C:3]1([F:2])[CH2:11][N:10]2[C@H:5]([CH2:6][CH:7]([NH2:14])[CH2:8][C:9]2([CH3:13])[CH3:12])[CH2:4]1. (4) The product is: [F:1][C:2]1[CH:7]=[C:6]([O:8][CH3:13])[C:5]([N+:9]([O-:11])=[O:10])=[CH:4][C:3]=1[CH3:12]. Given the reactants [F:1][C:2]1[C:3]([CH3:12])=[CH:4][C:5]([N+:9]([O-:11])=[O:10])=[C:6]([OH:8])[CH:7]=1.[C:13](=O)([O-])[O-].[K+].[K+].IC.O, predict the reaction product. (5) Given the reactants [O:1]1[C:5]2[CH:6]=[CH:7][CH:8]=[CH:9][C:4]=2[N:3]=[C:2]1[NH:10][C:11]1[CH:16]=[CH:15][C:14]([NH:17][C:18]2[C:23]([NH2:24])=[CH:22][N:21]=[CH:20][N:19]=2)=[CH:13][CH:12]=1.[C:25](=O)(ON1C(=O)CCC1=O)[O:26]N1C(=O)CCC1=O, predict the reaction product. The product is: [O:1]1[C:5]2[CH:6]=[CH:7][CH:8]=[CH:9][C:4]=2[N:3]=[C:2]1[NH:10][C:11]1[CH:16]=[CH:15][C:14]([N:17]2[C:25](=[O:26])[NH:24][C:23]3[C:18]2=[N:19][CH:20]=[N:21][CH:22]=3)=[CH:13][CH:12]=1. (6) Given the reactants [C:1](=[S:4])([NH2:3])[CH3:2].Br[CH2:6][C:7](=O)[C:8]([O:10][CH2:11][CH3:12])=[O:9].C(OCC)(=O)C.O, predict the reaction product. The product is: [CH3:2][C:1]1[S:4][CH:6]=[C:7]([C:8]([O:10][CH2:11][CH3:12])=[O:9])[N:3]=1. (7) Given the reactants S(S([O-])=O)([O-])=O.[Na+].[Na+].[CH2:9]([O:16][C:17]1[CH:18]=[C:19]([N+:31]([O-])=O)[CH:20]=[CH:21][C:22]=1[O:23][CH2:24]C1C=CC=CC=1)[C:10]1[CH:15]=[CH:14][CH:13]=[CH:12][CH:11]=1.N, predict the reaction product. The product is: [CH2:9]([O:16][C:17]1[CH:18]=[C:19]([NH2:31])[CH:20]=[CH:21][C:22]=1[O:23][CH3:24])[C:10]1[CH:11]=[CH:12][CH:13]=[CH:14][CH:15]=1. (8) The product is: [Cl:1][C:2]1[CH:7]=[CH:6][C:5]([C:8]2[CH:13]=[CH:12][C:11]([N:36]3[CH2:41][CH2:40][O:39][CH2:38][CH2:37]3)=[CH:10][C:9]=2[CH2:22][N:23]2[CH2:24][CH2:25][N:26]([C:29]([O:31][C:32]([CH3:35])([CH3:33])[CH3:34])=[O:30])[CH2:27][CH2:28]2)=[CH:4][CH:3]=1. Given the reactants [Cl:1][C:2]1[CH:7]=[CH:6][C:5]([C:8]2[CH:13]=[CH:12][C:11](OS(C(F)(F)F)(=O)=O)=[CH:10][C:9]=2[CH2:22][N:23]2[CH2:28][CH2:27][N:26]([C:29]([O:31][C:32]([CH3:35])([CH3:34])[CH3:33])=[O:30])[CH2:25][CH2:24]2)=[CH:4][CH:3]=1.[NH:36]1[CH2:41][CH2:40][O:39][CH2:38][CH2:37]1.C1(C2C=CC=CC=2)C=CC=CC=1P(C(C)(C)C)C(C)(C)C.C(=O)([O-])[O-].[Cs+].[Cs+], predict the reaction product. (9) Given the reactants [N:1]1[CH:6]=[CH:5][CH:4]=[C:3]([C:7]2[N:8]=[N:9][N:10]([C:12]3[O:16][C:15]([C:17]([OH:19])=O)=[CH:14][CH:13]=3)[CH:11]=2)[CH:2]=1.C(Cl)(=O)C(Cl)=O.C[N:27](C)C=O, predict the reaction product. The product is: [N:1]1[CH:6]=[CH:5][CH:4]=[C:3]([C:7]2[N:8]=[N:9][N:10]([C:12]3[O:16][C:15]([C:17]([NH2:27])=[O:19])=[CH:14][CH:13]=3)[CH:11]=2)[CH:2]=1. (10) Given the reactants [S:1]1[CH:5]=[CH:4][C:3]([CH2:6][C:7]#[N:8])=[CH:2]1.[C:9]1(=O)[CH2:15][CH2:14][CH2:13][CH2:12][CH2:11][CH2:10]1, predict the reaction product. The product is: [C:9]1(=[C:6]([C:3]2[CH:4]=[CH:5][S:1][CH:2]=2)[C:7]#[N:8])[CH2:15][CH2:14][CH2:13][CH2:12][CH2:11][CH2:10]1.